Dataset: Reaction yield outcomes from USPTO patents with 853,638 reactions. Task: Predict the reaction yield, written as a fraction of the theoretical maximum amount of product (1.0 means a 100% yield; for example, 0.34 means a 34% yield). The reactants are C(OC([N:8]1[CH2:13][CH2:12][CH:11]([N:14]2[CH:18]=[C:17]([C:19]3[C:20]([O:34][CH:35]4[CH2:38][CH2:37][CH2:36]4)=[C:21]4[C:26](=[CH:27][CH:28]=3)[N:25]([C:29]([O:31][CH3:32])=[O:30])[C@@H:24]([CH3:33])[CH2:23][CH2:22]4)[CH:16]=[N:15]2)[CH:10]([O:39][CH3:40])[CH2:9]1)=O)(C)(C)C.FC(F)(F)C(O)=O. The catalyst is ClCCl. The product is [CH:35]1([O:34][C:20]2[C:19]([C:17]3[CH:16]=[N:15][N:14]([CH:11]4[CH2:12][CH2:13][NH:8][CH2:9][CH:10]4[O:39][CH3:40])[CH:18]=3)=[CH:28][CH:27]=[C:26]3[C:21]=2[CH2:22][CH2:23][C@H:24]([CH3:33])[N:25]3[C:29]([O:31][CH3:32])=[O:30])[CH2:36][CH2:37][CH2:38]1. The yield is 0.430.